This data is from Forward reaction prediction with 1.9M reactions from USPTO patents (1976-2016). The task is: Predict the product of the given reaction. (1) Given the reactants [F:1][C:2]1[N:14]=[CH:13][CH:12]=[C:11]([F:15])[C:3]=1[C:4]([O:6][C:7]([CH3:10])([CH3:9])[CH3:8])=[O:5].[Li+].CC([N-]C(C)C)C.CCCCCCC.[Br:31]C(Br)(Cl)C(Cl)(Cl)Cl, predict the reaction product. The product is: [Br:31][C:12]1[CH:13]=[N:14][C:2]([F:1])=[C:3]([C:11]=1[F:15])[C:4]([O:6][C:7]([CH3:10])([CH3:9])[CH3:8])=[O:5]. (2) Given the reactants [CH2:1]([O:3][C:4](=[O:35])[CH2:5][CH:6]([C:29]1[CH:30]=[N:31][CH:32]=[N:33][CH:34]=1)[CH:7]=[CH:8][CH2:9][CH2:10][CH2:11][CH2:12][C:13]1[CH:18]=[CH:17][CH:16]=[C:15]([NH:19][CH2:20][C:21]2[CH:26]=[CH:25][C:24]([O:27][CH3:28])=[CH:23][CH:22]=2)[N:14]=1)[CH3:2].C=O.[C:38](O)(=O)C.[BH3-]C#N.[Na+], predict the reaction product. The product is: [CH2:1]([O:3][C:4](=[O:35])[CH2:5][CH:6]([C:29]1[CH:30]=[N:31][CH:32]=[N:33][CH:34]=1)[CH:7]=[CH:8][CH2:9][CH2:10][CH2:11][CH2:12][C:13]1[CH:18]=[CH:17][CH:16]=[C:15]([N:19]([CH2:20][C:21]2[CH:26]=[CH:25][C:24]([O:27][CH3:28])=[CH:23][CH:22]=2)[CH3:38])[N:14]=1)[CH3:2]. (3) Given the reactants C(Cl)(=O)C(Cl)=O.[F:7][C:8]1[CH:9]=[C:10]([CH:14]=[C:15]([I:18])[C:16]=1[CH3:17])[C:11]([OH:13])=[O:12].CN(C)C=O.[CH3:24][C:25]([CH3:28])([O-])[CH3:26].[K+], predict the reaction product. The product is: [F:7][C:8]1[CH:9]=[C:10]([CH:14]=[C:15]([I:18])[C:16]=1[CH3:17])[C:11]([O:13][C:25]([CH3:28])([CH3:26])[CH3:24])=[O:12]. (4) Given the reactants [NH2:1][CH:2]1[CH:7]2[CH:3]1[CH2:4][N:5]([C:8]1[N:32]=[CH:31][C:11]3[N:12]=[CH:13][N:14]=[C:15]([NH:16][C:17]4[CH:22]=[CH:21][C:20]([O:23][C:24]5[CH:29]=[CH:28][CH:27]=[CH:26][CH:25]=5)=[C:19]([CH3:30])[CH:18]=4)[C:10]=3[CH:9]=1)[CH2:6]2.C(N(CC)CC)C.[CH:40]1([C:43](Cl)=[O:44])[CH2:42][CH2:41]1, predict the reaction product. The product is: [CH3:30][C:19]1[CH:18]=[C:17]([NH:16][C:15]2[C:10]3[CH:9]=[C:8]([N:5]4[CH2:4][CH:3]5[CH:7]([CH:2]5[NH:1][C:43]([CH:40]5[CH2:42][CH2:41]5)=[O:44])[CH2:6]4)[N:32]=[CH:31][C:11]=3[N:12]=[CH:13][N:14]=2)[CH:22]=[CH:21][C:20]=1[O:23][C:24]1[CH:29]=[CH:28][CH:27]=[CH:26][CH:25]=1. (5) Given the reactants [O:1]=[C:2]1[C:10]2([C:22]3[C:13](=[CH:14][C:15]4[O:20][CH2:19][CH2:18][O:17][C:16]=4[CH:21]=3)[O:12][CH2:11]2)[C:9]2[C:4](=[CH:5][CH:6]=[CH:7][CH:8]=2)[N:3]1[CH2:23][C:24]1[CH:36]=[CH:35][C:27]([O:28][CH2:29][C:30](OCC)=[O:31])=[CH:26][CH:25]=1.[BH4-].[Li+].C(O)(=O)CC(CC(O)=O)(C(O)=O)O, predict the reaction product. The product is: [OH:31][CH2:30][CH2:29][O:28][C:27]1[CH:26]=[CH:25][C:24]([CH2:23][N:3]2[C:4]3[C:9](=[CH:8][CH:7]=[CH:6][CH:5]=3)[C:10]3([C:22]4[C:13](=[CH:14][C:15]5[O:20][CH2:19][CH2:18][O:17][C:16]=5[CH:21]=4)[O:12][CH2:11]3)[C:2]2=[O:1])=[CH:36][CH:35]=1. (6) Given the reactants [Cl:1]/[CH:2]=[CH:3]/[C:4]([OH:6])=O.[N:7]1[C:16]2[C:11](=[CH:12][CH:13]=[CH:14][CH:15]=2)[CH:10]=[C:9]([C:17]2[C:18]3[C:30]([NH2:31])=[N:29][CH:28]=[N:27][C:19]=3[N:20]3[C:25]=2[CH2:24][CH2:23][C@H:22]([NH2:26])[CH2:21]3)[CH:8]=1.Cl.CN(C)CCCN=C=NCC.C(=O)(O)[O-].[Na+], predict the reaction product. The product is: [NH2:31][C:30]1[C:18]2[C:17]([C:9]3[CH:8]=[N:7][C:16]4[C:11]([CH:10]=3)=[CH:12][CH:13]=[CH:14][CH:15]=4)=[C:25]3[N:20]([C:19]=2[N:27]=[CH:28][N:29]=1)[CH2:21][C@@H:22]([NH:26][C:4](=[O:6])/[CH:3]=[CH:2]/[Cl:1])[CH2:23][CH2:24]3. (7) The product is: [Br:1][C:2]1[CH:3]=[C:4]([C:11]([N:13]2[CH2:18][CH2:17][O:16][C:15]3[N:19]=[CH:20][C:21]([C:23]4[CH:28]=[CH:27][CH:26]=[CH:25][C:24]=4[C:29]([F:30])([F:32])[F:31])=[CH:22][C:14]2=3)=[O:12])[CH:5]=[C:6]([Br:10])[C:7]=1[OH:8]. Given the reactants [Br:1][C:2]1[CH:3]=[C:4]([C:11]([N:13]2[CH2:18][CH2:17][O:16][C:15]3[N:19]=[CH:20][C:21]([C:23]4[CH:28]=[CH:27][CH:26]=[CH:25][C:24]=4[C:29]([F:32])([F:31])[F:30])=[CH:22][C:14]2=3)=[O:12])[CH:5]=[C:6]([Br:10])[C:7]=1[O:8]C.[Br-].[Li+].N1CCNCC1.Cl, predict the reaction product.